Dataset: Peptide-MHC class II binding affinity with 134,281 pairs from IEDB. Task: Regression. Given a peptide amino acid sequence and an MHC pseudo amino acid sequence, predict their binding affinity value. This is MHC class II binding data. (1) The peptide sequence is QDKLCGSLIGMTNRA. The MHC is DRB5_0101 with pseudo-sequence DRB5_0101. The binding affinity (normalized) is 0.808. (2) The peptide sequence is LMTGGVTLVRKNRWL. The MHC is DRB1_1101 with pseudo-sequence DRB1_1101. The binding affinity (normalized) is 0.637.